This data is from Full USPTO retrosynthesis dataset with 1.9M reactions from patents (1976-2016). The task is: Predict the reactants needed to synthesize the given product. (1) Given the product [NH:23]1[CH2:28][CH2:27][C:26](=[CH:7][C:6]2[CH:9]=[CH:10][C:3]([C:1]([NH2:2])=[O:12])=[CH:4][CH:5]=2)[CH2:25][CH2:24]1, predict the reactants needed to synthesize it. The reactants are: [C:1]([C:3]1[CH:10]=[CH:9][C:6]([CH2:7]Br)=[CH:5][CH:4]=1)#[N:2].P(OCC)(OCC)[O:12]CC.O.Cl.[NH:23]1[CH2:28][CH2:27][C:26](=O)[CH2:25][CH2:24]1.[OH-].[K+]. (2) Given the product [CH2:1]([O:3][C:4]([C:6]1([C:9]2[CH:10]=[CH:11][C:12]([C:15]3[CH:20]=[CH:19][C:18]([C:21]4[S:22][C:23]([Cl:29])=[CH:24][C:25]=4[NH:32][C:37]([O:69][C@@H:67]([C:61]4[CH:62]=[C:63]([F:66])[CH:64]=[CH:65][C:60]=4[F:59])[CH3:68])=[O:41])=[CH:17][C:16]=3[O:30][CH3:31])=[CH:13][CH:14]=2)[CH2:8][CH2:7]1)=[O:5])[CH3:2], predict the reactants needed to synthesize it. The reactants are: [CH2:1]([O:3][C:4]([C:6]1([C:9]2[CH:14]=[CH:13][C:12]([C:15]3[CH:20]=[CH:19][C:18]([C:21]4[S:22][C:23]([Cl:29])=[CH:24][C:25]=4C(=O)N)=[CH:17][C:16]=3[O:30][CH3:31])=[CH:11][CH:10]=2)[CH2:8][CH2:7]1)=[O:5])[CH3:2].[N:32]1[CH:37]=CC=CC=1.FC(F)(F)C(OI(C1C=CC=CC=1)OC(=O)C(F)(F)F)=[O:41].[F:59][C:60]1[CH:65]=[CH:64][C:63]([F:66])=[CH:62][C:61]=1[C@H:67]([OH:69])[CH3:68]. (3) Given the product [C:1]([O:9][CH2:22][CH2:23][CH2:18][CH2:19][CH2:20][CH3:21])(=[O:8])[C:2]([CH2:4][C:5]([O:7][CH2:10][CH2:11][CH2:12][CH2:13][CH2:14][CH3:15])=[O:6])=[CH2:3], predict the reactants needed to synthesize it. The reactants are: [C:1]([OH:9])(=[O:8])[C:2]([CH2:4][C:5]([OH:7])=[O:6])=[CH2:3].[CH2:10](O)[CH2:11][CH2:12][CH2:13][CH2:14][CH3:15].O.[C:18]1(C)[CH:23]=[CH:22][C:21](S(O)(=O)=O)=[CH:20][CH:19]=1. (4) Given the product [CH3:1][O:2][C:3]1[C:11]2[CH:10]=[C:9]([C:12]([NH:31][NH:30][C:28](=[O:29])[CH3:27])=[O:14])[O:8][C:7]=2[CH:6]=[CH:5][CH:4]=1, predict the reactants needed to synthesize it. The reactants are: [CH3:1][O:2][C:3]1[C:11]2[CH:10]=[C:9]([C:12]([OH:14])=O)[O:8][C:7]=2[CH:6]=[CH:5][CH:4]=1.C(N1C=CN=C1)(N1C=CN=C1)=O.[CH3:27][C:28]([NH:30][NH2:31])=[O:29].O.